From a dataset of Reaction yield outcomes from USPTO patents with 853,638 reactions. Predict the reaction yield, written as a fraction of the theoretical maximum amount of product (1.0 means a 100% yield; for example, 0.34 means a 34% yield). (1) The product is [CH:33]1([N:30]2[CH2:29][CH2:28][N:11]3[C:12]([CH2:16][C:17]4([C:22]5[CH:27]=[CH:26][CH:25]=[CH:24][CH:23]=5)[CH2:21][CH2:20][CH2:19][CH2:18]4)=[N:13][C:14](=[O:15])[C:9]([OH:8])=[C:10]3[C:31]2=[O:32])[CH2:34][CH2:35]1. The yield is 0.963. The catalyst is C(O)C.[Pd]. The reactants are C([O:8][C:9]1[C:14](=[O:15])[N:13]=[C:12]([CH2:16][C:17]2([C:22]3[CH:27]=[CH:26][CH:25]=[CH:24][CH:23]=3)[CH2:21][CH2:20][CH2:19][CH2:18]2)[N:11]2[CH2:28][CH2:29][N:30]([CH:33]3[CH2:35][CH2:34]3)[C:31](=[O:32])[C:10]=12)C1C=CC=CC=1. (2) The reactants are [C:1]([N:5]([C:29](=[O:38])[C:30]1[CH:35]=[C:34]([CH3:36])[CH:33]=[C:32]([CH3:37])[CH:31]=1)[NH:6][C:7]([C:9]1[CH:27]=[CH:26][C:12]2[O:13][CH2:14][CH:15]([CH2:17][O:18][Si](C(C)(C)C)(C)C)[O:16][C:11]=2[C:10]=1[CH3:28])=[O:8])([CH3:4])([CH3:3])[CH3:2].[F-].C([N+](CCCC)(CCCC)CCCC)CCC. The catalyst is C1COCC1. The product is [C:1]([N:5]([C:29](=[O:38])[C:30]1[CH:31]=[C:32]([CH3:37])[CH:33]=[C:34]([CH3:36])[CH:35]=1)[NH:6][C:7]([C:9]1[CH:27]=[CH:26][C:12]2[O:13][CH2:14][CH:15]([CH2:17][OH:18])[O:16][C:11]=2[C:10]=1[CH3:28])=[O:8])([CH3:4])([CH3:3])[CH3:2]. The yield is 1.00. (3) The reactants are [NH2:1][C:2]1[N:7]=[CH:6][N:5]=[C:4]2[NH:8][N:9]=[CH:10][C:3]=12.[I:11]N1C(=O)CCC1=O.O. The catalyst is CN(C)C=O. The product is [I:11][C:10]1[C:3]2[C:4](=[N:5][CH:6]=[N:7][C:2]=2[NH2:1])[NH:8][N:9]=1. The yield is 0.970. (4) The reactants are [Cl:1][C:2]1[C:3]2[N:4]([CH:12]=[C:13]([C:15]([NH:17][NH:18][C:19](=O)[C:20]3[CH:25]=[C:24]([Cl:26])[C:23]([O:27][CH3:28])=[CH:22][C:21]=3[Cl:29])=O)[N:14]=2)[CH:5]=[C:6]([C:8]([F:11])([F:10])[F:9])[CH:7]=1.COC1C=CC(P2(SP(C3C=CC(OC)=CC=3)(=S)S2)=[S:40])=CC=1.N1C=CC=CC=1.P12(SP3(SP(SP(S3)(S1)=S)(=S)S2)=S)=S. The catalyst is C1(C)C=CC=CC=1. The product is [Cl:1][C:2]1[C:3]2[N:4]([CH:12]=[C:13]([C:15]3[S:40][C:19]([C:20]4[CH:25]=[C:24]([Cl:26])[C:23]([O:27][CH3:28])=[CH:22][C:21]=4[Cl:29])=[N:18][N:17]=3)[N:14]=2)[CH:5]=[C:6]([C:8]([F:11])([F:10])[F:9])[CH:7]=1. The yield is 0.900. (5) The reactants are [CH2:1]([O:3][C:4](=[O:31])[CH:5]=[CH:6][CH:7]([NH:15][C:16](=[O:30])[CH:17]([NH:22]C(OC(C)(C)C)=O)[CH2:18][CH:19]([CH3:21])[CH3:20])[CH2:8][CH:9]1[CH2:13][CH2:12][NH:11][C:10]1=[O:14])[CH3:2].[ClH:32]. The catalyst is O1CCOCC1. The product is [ClH:32].[CH2:1]([O:3][C:4](=[O:31])[CH:5]=[CH:6][CH:7]([NH:15][C:16](=[O:30])[CH:17]([NH2:22])[CH2:18][CH:19]([CH3:21])[CH3:20])[CH2:8][CH:9]1[CH2:13][CH2:12][NH:11][C:10]1=[O:14])[CH3:2]. The yield is 0.980. (6) The reactants are [C:1]([O:8][CH3:9])(=[O:7])[CH2:2][C:3]([O:5][CH3:6])=[O:4].[C:10]([C:13]1[O:14][C:15]([CH3:18])=[CH:16][CH:17]=1)(=O)[CH3:11].N1C=CC=CC=1.ClCCl. The catalyst is O1CCCC1.Cl[Ti](Cl)(Cl)Cl.O. The yield is 0.320. The product is [CH3:6][O:5][C:3](=[O:4])[C:2](=[C:10]([C:13]1[O:14][C:15]([CH3:18])=[CH:16][CH:17]=1)[CH3:11])[C:1]([O:8][CH3:9])=[O:7].